Dataset: Reaction yield outcomes from USPTO patents with 853,638 reactions. Task: Predict the reaction yield, written as a fraction of the theoretical maximum amount of product (1.0 means a 100% yield; for example, 0.34 means a 34% yield). (1) The reactants are [CH2:1]([OH:5])[CH2:2][CH2:3][CH3:4].N#N.[H-].[Na+].Cl[C:11]1[N:16]=[C:15]([Cl:17])[CH:14]=[C:13]([N:18]2[CH2:23][CH2:22][O:21][CH2:20][CH2:19]2)[N:12]=1. The catalyst is CN(C=O)C. The product is [CH2:1]([O:5][C:11]1[N:16]=[C:15]([Cl:17])[CH:14]=[C:13]([N:18]2[CH2:23][CH2:22][O:21][CH2:20][CH2:19]2)[N:12]=1)[CH2:2][CH2:3][CH3:4]. The yield is 0.600. (2) The reactants are Br[C:2]1[CH:9]=[C:8]([C:10]([F:13])([F:12])[F:11])[CH:7]=[CH:6][C:3]=1[CH:4]=[O:5].[NH:14]1[CH2:18][CH2:17][CH2:16][CH:15]1[C:19]([O:21][CH2:22][CH3:23])=[O:20].C(=O)([O-])[O-].[Cs+].[Cs+].C1(P(C2CCCCC2)C2C=CC=CC=2C2C(OC(C)C)=CC=CC=2OC(C)C)CCCCC1. The catalyst is C1C=CC(/C=C/C(/C=C/C2C=CC=CC=2)=O)=CC=1.C1C=CC(/C=C/C(/C=C/C2C=CC=CC=2)=O)=CC=1.C1C=CC(/C=C/C(/C=C/C2C=CC=CC=2)=O)=CC=1.[Pd].[Pd].C1(C)C=CC=CC=1. The product is [CH:4]([C:3]1[CH:6]=[CH:7][C:8]([C:10]([F:13])([F:12])[F:11])=[CH:9][C:2]=1[N:14]1[CH2:18][CH2:17][CH2:16][CH:15]1[C:19]([O:21][CH2:22][CH3:23])=[O:20])=[O:5]. The yield is 0.190. (3) The reactants are [CH3:1][S:2][C:3]1[CH:8]=[CH:7][C:6]([CH2:9][C:10]([OH:12])=[O:11])=[CH:5][CH:4]=1.S(=O)(=O)(O)O.[CH3:18]O. No catalyst specified. The product is [CH3:18][O:11][C:10](=[O:12])[CH2:9][C:6]1[CH:5]=[CH:4][C:3]([S:2][CH3:1])=[CH:8][CH:7]=1. The yield is 0.980. (4) The reactants are [CH3:1][C:2]1[CH:7]=[C:6]([CH3:8])[CH:5]=[CH:4][C:3]=1[N:9]1[CH2:14][CH2:13][N:12]([C:15]2[CH:16]=[C:17]([CH:21]3[C:30]([CH3:32])([CH3:31])[CH2:29][C:28]4[C:23](=[CH:24][CH:25]=[C:26]([C:33](O)=[O:34])[CH:27]=4)[NH:22]3)[CH:18]=[CH:19][CH:20]=2)[CH2:11][CH2:10]1.[CH3:36][S:37]([NH2:40])(=[O:39])=[O:38]. The catalyst is CN(C)C1C=CN=CC=1.ClCCl. The product is [CH3:1][C:2]1[CH:7]=[C:6]([CH3:8])[CH:5]=[CH:4][C:3]=1[N:9]1[CH2:14][CH2:13][N:12]([C:15]2[CH:16]=[C:17]([CH:21]3[C:30]([CH3:31])([CH3:32])[CH2:29][C:28]4[C:23](=[CH:24][CH:25]=[C:26]([C:33]([NH:40][S:37]([CH3:36])(=[O:39])=[O:38])=[O:34])[CH:27]=4)[NH:22]3)[CH:18]=[CH:19][CH:20]=2)[CH2:11][CH2:10]1. The yield is 0.300. (5) The reactants are [BH4-].[Na+].[CH3:15][C:14]([O:13][C:11](O[C:11]([O:13][C:14]([CH3:17])([CH3:16])[CH3:15])=[O:12])=[O:12])([CH3:17])[CH3:16].[Br:18][C:19]1[CH:20]=[C:21]([CH:24]=[C:25]([F:27])[CH:26]=1)[C:22]#[N:23]. The catalyst is C(O)C.Cl[Ni]Cl. The product is [Br:18][C:19]1[CH:20]=[C:21]([CH2:22][NH:23][C:11](=[O:12])[O:13][C:14]([CH3:15])([CH3:16])[CH3:17])[CH:24]=[C:25]([F:27])[CH:26]=1. The yield is 0.690. (6) The reactants are CC([O-])(C)C.[K+].[C:7]([CH2:9][C:10]([NH2:12])=[O:11])#[N:8].[CH3:13][C:14](=O)/[CH:15]=[CH:16]/[CH2:17][CH2:18][CH3:19]. The catalyst is CS(C)=O. The product is [CH3:13][C:14]1[NH:12][C:10](=[O:11])[C:9]([C:7]#[N:8])=[C:16]([CH2:17][CH2:18][CH3:19])[CH:15]=1. The yield is 0.320. (7) The reactants are [NH:1]1[CH:5]=[CH:4][N:3]=[N:2]1.[CH2:6]([Li])[CH2:7][CH2:8]C.[I:11]I. The catalyst is O1CCCC1. The product is [I:11][C:8]1[N:3]([CH:4]=[CH2:5])[N:2]=[N:1][C:7]=1[CH3:6]. The yield is 0.550. (8) The reactants are [C:1]1([CH:7]([C:18]2[CH:23]=[CH:22][CH:21]=[CH:20][CH:19]=2)[N:8](C2C=CC=CC=2)[C:9](=[O:11])[O-])[CH:6]=[CH:5][CH:4]=[CH:3][CH:2]=1.[CH3:24][C:25]1[CH:26]=[C:27]([N:32]2[CH2:37][CH2:36][NH:35][CH2:34][CH2:33]2)[CH:28]=[C:29]([CH3:31])[CH:30]=1.C1CCN2C(=NCCC2)CC1. The catalyst is C1COCC1. The product is [C:18]1([CH:7]([NH:8][C:9]([N:35]2[CH2:36][CH2:37][N:32]([C:27]3[CH:28]=[C:29]([CH3:31])[CH:30]=[C:25]([CH3:24])[CH:26]=3)[CH2:33][CH2:34]2)=[O:11])[C:1]2[CH:2]=[CH:3][CH:4]=[CH:5][CH:6]=2)[CH:19]=[CH:20][CH:21]=[CH:22][CH:23]=1. The yield is 0.568. (9) The reactants are [N+:1]([C:4]1[CH:13]=[C:12]2[C:7]([C:8]([Br:18])=[N:9][N:10]([CH:15]([CH3:17])[CH3:16])[C:11]2=[O:14])=[CH:6][CH:5]=1)([O-])=O.Cl. The catalyst is C(O)C.O.[Fe]. The product is [NH2:1][C:4]1[CH:13]=[C:12]2[C:7]([C:8]([Br:18])=[N:9][N:10]([CH:15]([CH3:16])[CH3:17])[C:11]2=[O:14])=[CH:6][CH:5]=1. The yield is 0.980. (10) The reactants are [CH3:1][O:2][C:3]1[N:8]=[CH:7][C:6]([C:9]2[CH:10]=[C:11]3[C:16](=[CH:17][CH:18]=2)[N:15]=[CH:14][N:13]=[C:12]3[C:19]2[CH:20]=[CH:21][C:22]([CH3:28])=[C:23]([CH:27]=2)[C:24]([OH:26])=O)=[CH:5][CH:4]=1.CCN(C(C)C)C(C)C.CCCP(=O)=O.CN(C=O)C.[CH3:49][N:50]1[CH2:55][CH2:54][NH:53][CH2:52][CH2:51]1. The catalyst is C(Cl)Cl. The product is [CH3:1][O:2][C:3]1[N:8]=[CH:7][C:6]([C:9]2[CH:10]=[C:11]3[C:16](=[CH:17][CH:18]=2)[N:15]=[CH:14][N:13]=[C:12]3[C:19]2[CH:20]=[CH:21][C:22]([CH3:28])=[C:23]([C:24]([N:53]3[CH2:54][CH2:55][N:50]([CH3:49])[CH2:51][CH2:52]3)=[O:26])[CH:27]=2)=[CH:5][CH:4]=1. The yield is 0.460.